From a dataset of Full USPTO retrosynthesis dataset with 1.9M reactions from patents (1976-2016). Predict the reactants needed to synthesize the given product. Given the product [F:1][C:2]1[CH:11]=[CH:10][C:9]2[NH:8][CH2:7][C:6](=[O:12])[N:5]3[CH2:13][C:14]([OH:19])([CH2:15][OH:16])[C:3]=1[C:4]=23, predict the reactants needed to synthesize it. The reactants are: [F:1][C:2]1[CH:11]=[CH:10][C:9]2[N:8]=[CH:7][C:6](=[O:12])[N:5]3[CH2:13][C:14]([OH:19])([C:15](OC)=[O:16])[C:3]=1[C:4]=23.[BH4-].[Na+].